From a dataset of Full USPTO retrosynthesis dataset with 1.9M reactions from patents (1976-2016). Predict the reactants needed to synthesize the given product. (1) Given the product [CH3:1][O:2][C:3]1[CH:4]=[C:5]2[C:10](=[CH:11][CH:12]=1)[C:9]([S:13][CH3:24])=[N:8][C:7]([CH3:14])=[C:6]2[C:15]1[CH:20]=[CH:19][CH:18]=[CH:17][CH:16]=1, predict the reactants needed to synthesize it. The reactants are: [CH3:1][O:2][C:3]1[CH:4]=[C:5]2[C:10](=[CH:11][CH:12]=1)[C:9](=[S:13])[NH:8][C:7]([CH3:14])=[C:6]2[C:15]1[CH:20]=[CH:19][CH:18]=[CH:17][CH:16]=1.[H-].[Na+].I[CH3:24].[NH4+].[Cl-]. (2) Given the product [ClH:1].[NH2:9][C:3]([CH3:2])([CH2:6][NH:7][CH3:8])[CH2:4][OH:5], predict the reactants needed to synthesize it. The reactants are: [ClH:1].[CH3:2][C:3]([N+:9]([O-])=O)([CH2:6][NH:7][CH3:8])[CH2:4][OH:5]. (3) The reactants are: C(O[C:4](=[O:36])[CH2:5][N:6]1[CH:10]=[C:9]([C:11]2[O:12][C:13]3[CH:33]=[C:32]([O:34][CH3:35])[CH:31]=[CH:30][C:14]=3[C:15]=2[C:16](=[O:29])[C:17]2[CH:22]=[C:21]([O:23][CH3:24])[C:20]([O:25][CH3:26])=[C:19]([O:27][CH3:28])[CH:18]=2)[CH:8]=[N:7]1)C.[NH3:37]. Given the product [CH3:35][O:34][C:32]1[CH:31]=[CH:30][C:14]2[C:15]([C:16](=[O:29])[C:17]3[CH:18]=[C:19]([O:27][CH3:28])[C:20]([O:25][CH3:26])=[C:21]([O:23][CH3:24])[CH:22]=3)=[C:11]([C:9]3[CH:8]=[N:7][N:6]([CH2:5][C:4]([NH2:37])=[O:36])[CH:10]=3)[O:12][C:13]=2[CH:33]=1, predict the reactants needed to synthesize it. (4) The reactants are: [O:1]1[C:10]2[CH:9]=[C:8]([CH2:11][OH:12])[N:7]=[CH:6][C:5]=2[O:4][CH2:3][CH2:2]1. Given the product [O:1]1[C:10]2[CH:9]=[C:8]([CH:11]=[O:12])[N:7]=[CH:6][C:5]=2[O:4][CH2:3][CH2:2]1, predict the reactants needed to synthesize it. (5) Given the product [C:3]([O:7][C:8]([N:10]1[CH2:14][CH:13]([C:15]2[CH:20]=[CH:19][CH:18]=[C:17]([F:21])[CH:16]=2)[CH:12]([C:22]([OH:24])=[O:23])[CH2:11]1)=[O:9])([CH3:6])([CH3:4])[CH3:5], predict the reactants needed to synthesize it. The reactants are: O=O.[C:3]([O:7][C:8]([N:10]1[CH2:14][C:13]([C:15]2[CH:20]=[CH:19][CH:18]=[C:17]([F:21])[CH:16]=2)=[C:12]([C:22]([OH:24])=[O:23])[CH2:11]1)=[O:9])([CH3:6])([CH3:5])[CH3:4].C(N(CC)CC)C.[H][H].